Dataset: Full USPTO retrosynthesis dataset with 1.9M reactions from patents (1976-2016). Task: Predict the reactants needed to synthesize the given product. (1) Given the product [OH:26][C:24]([C:23]([F:28])([F:27])[F:22])=[O:25].[CH3:17][O:16][C:14]([C@@H:4]1[CH2:3][C:2]([F:18])([F:1])[CH2:6][NH:5]1)=[O:15], predict the reactants needed to synthesize it. The reactants are: [F:1][C:2]1([F:18])[CH2:6][N:5](C(OC(C)(C)C)=O)[C@@H:4]([C:14]([O:16][CH3:17])=[O:15])[CH2:3]1.C(Cl)Cl.[F:22][C:23]([F:28])([F:27])[C:24]([OH:26])=[O:25].[O-][Mn](=O)(=O)=O.[K+]. (2) Given the product [ClH:2].[Cl:2][C:3]1[CH:4]=[C:5]([O:10][CH:11]2[CH2:16][N:15]([CH2:21][CH2:22][OH:23])[CH2:14][C:13]3[O:17][CH:18]=[CH:19][C:12]2=3)[CH:6]=[CH:7][C:8]=1[Cl:9], predict the reactants needed to synthesize it. The reactants are: Cl.[Cl:2][C:3]1[CH:4]=[C:5]([O:10][CH:11]2[CH2:16][NH:15][CH2:14][C:13]3[O:17][CH:18]=[CH:19][C:12]2=3)[CH:6]=[CH:7][C:8]=1[Cl:9].I[CH2:21][CH2:22][OH:23].C(OCC)(=O)C.C(OC(=O)C)C.Cl. (3) Given the product [Cl:21][C:22]1[N:23]=[C:24]([CH3:29])[N:25]=[C:26]([N:13]2[C:12]3[CH:14]=[CH:15][CH:16]=[CH:17][C:11]=3[N:10]=[C:9]2[O:8][C:7]2[CH:18]=[CH:19][CH:20]=[C:5]([O:4][CH3:3])[CH:6]=2)[CH:27]=1, predict the reactants needed to synthesize it. The reactants are: [H-].[Na+].[CH3:3][O:4][C:5]1[CH:6]=[C:7]([CH:18]=[CH:19][CH:20]=1)[O:8][C:9]1[NH:13][C:12]2[CH:14]=[CH:15][CH:16]=[CH:17][C:11]=2[N:10]=1.[Cl:21][C:22]1[CH:27]=[C:26](Cl)[N:25]=[C:24]([CH3:29])[N:23]=1.[Cl-].[NH4+]. (4) Given the product [I:26][C:23]1[CH:22]=[C:3]2[C:2](=[CH:25][CH:24]=1)[N:13]([CH2:14][CH2:15][N:16]1[CH2:21][CH2:20][O:19][CH2:18][CH2:17]1)[CH:12]=[C:6]([C:7]([O:9][CH2:10][CH3:11])=[O:8])[C:4]2=[O:5], predict the reactants needed to synthesize it. The reactants are: F[C:2]1[CH:25]=[CH:24][C:23]([I:26])=[CH:22][C:3]=1[C:4]([C:6](=[CH:12][NH:13][CH2:14][CH2:15][N:16]1[CH2:21][CH2:20][O:19][CH2:18][CH2:17]1)[C:7]([O:9][CH2:10][CH3:11])=[O:8])=[O:5].C(=O)([O-])[O-].[K+].[K+]. (5) Given the product [C:1]([NH:9][C:10]([NH:12][C:13]1[C:18]([O:19][C:20]2[CH:21]=[CH:22][C:23]([C:24]#[N:25])=[CH:26][CH:27]=2)=[CH:17][C:16]([Br:28])=[CH:15][N:14]=1)=[S:11])(=[O:8])[C:2]1[CH:7]=[CH:6][CH:5]=[CH:4][CH:3]=1, predict the reactants needed to synthesize it. The reactants are: [C:1]([N:9]=[C:10]=[S:11])(=[O:8])[C:2]1[CH:7]=[CH:6][CH:5]=[CH:4][CH:3]=1.[NH2:12][C:13]1[C:18]([O:19][C:20]2[CH:27]=[CH:26][C:23]([C:24]#[N:25])=[CH:22][CH:21]=2)=[CH:17][C:16]([Br:28])=[CH:15][N:14]=1. (6) Given the product [O:1]1[C:2]2([CH2:7][CH2:6][CH2:5][CH2:4][CH:3]2[C:8]([O:10][CH3:15])=[O:9])[O:14][CH2:11][CH2:12]1, predict the reactants needed to synthesize it. The reactants are: [O:1]=[C:2]1[CH2:7][CH2:6][CH2:5][CH2:4][CH:3]1[C:8]([O-:10])=[O:9].[CH2:11]([OH:14])[CH2:12]O.[CH3:15]C1C=CC(S(O)(=O)=O)=CC=1. (7) Given the product [CH3:1][N:2]1[CH2:6][CH2:5][CH2:4][C@:3]1([C:8]1[N:12]2[CH:13]=[C:14]([O:29][C@H:22]3[C:23]4[C:28](=[CH:27][CH:26]=[CH:25][CH:24]=4)[C@@H:19]([NH2:18])[CH2:20][CH2:21]3)[CH:15]=[CH:16][C:11]2=[N:10][N:9]=1)[CH3:7], predict the reactants needed to synthesize it. The reactants are: [CH3:1][N:2]1[CH2:6][CH2:5][CH2:4][C@:3]1([C:8]1[N:12]2[CH:13]=[C:14](F)[CH:15]=[CH:16][C:11]2=[N:10][N:9]=1)[CH3:7].[NH2:18][C@@H:19]1[C:28]2[C:23](=[CH:24][CH:25]=[CH:26][CH:27]=2)[C@H:22]([OH:29])[CH2:21][CH2:20]1.[H-].[Na+].N.